Dataset: Full USPTO retrosynthesis dataset with 1.9M reactions from patents (1976-2016). Task: Predict the reactants needed to synthesize the given product. (1) Given the product [F:22][C:18]1[CH:17]=[C:16]([C:13]2[N:12]=[CH:11][C:10]([C:9]([NH:8][C@@H:4]3[CH2:5][CH2:6][CH2:7][C@H:2]([NH:1][C:39]([N:34]4[CH2:29][CH2:28][N:27]([CH3:31])[CH2:24][CH2:25]4)=[O:42])[CH2:3]3)=[O:23])=[CH:15][CH:14]=2)[CH:21]=[CH:20][CH:19]=1, predict the reactants needed to synthesize it. The reactants are: [NH2:1][C@@H:2]1[CH2:7][CH2:6][CH2:5][C@H:4]([NH:8][C:9](=[O:23])[C:10]2[CH:15]=[CH:14][C:13]([C:16]3[CH:21]=[CH:20][CH:19]=[C:18]([F:22])[CH:17]=3)=[N:12][CH:11]=2)[CH2:3]1.[CH:24]([N:27]([CH2:31]C)[CH:28](C)[CH3:29])(C)[CH3:25].C[N:34]1[CH2:39]CNCC1.CS(C)=[O:42]. (2) Given the product [Br:1][C:2]1[CH:3]=[C:4]2[C:9](=[CH:10][C:11]=1[Cl:24])[CH:8]=[N+:7]([O-:12])[CH:6]=[CH:5]2, predict the reactants needed to synthesize it. The reactants are: [Br:1][C:2]1[CH:3]=[C:4]2[C:9](=[CH:10][CH:11]=1)[CH:8]=[N+:7]([O-:12])[CH:6]=[CH:5]2.BrC1C=C2C(=CC=1[Cl:24])C=NC=C2. (3) Given the product [CH3:24][C:22]1[CH:23]=[C:18]([N:26]2[CH2:30][CH2:29][CH2:28][C:27]2=[O:31])[CH:19]=[C:20]([CH3:25])[CH:21]=1, predict the reactants needed to synthesize it. The reactants are: [O-]P([O-])([O-])=O.[K+].[K+].[K+].[C@@H]1(N)CCCC[C@H]1N.I[C:18]1[CH:19]=[C:20]([CH3:25])[CH:21]=[C:22]([CH3:24])[CH:23]=1.[NH:26]1[CH2:30][CH2:29][CH2:28][C:27]1=[O:31]. (4) The reactants are: [Cl:1][C:2]1[CH:8]=[C:7]([O:9][C:10]2[C:19]3[C:14](=[CH:15][C:16]([O:22][CH3:23])=[C:17]([O:20][CH3:21])[CH:18]=3)[N:13]=[CH:12][N:11]=2)[CH:6]=[CH:5][C:3]=1[NH2:4].C1(C)C=CC=CC=1.C(N(CC)CC)C.ClC(Cl)(O[C:42](=[O:48])[O:43][C:44](Cl)(Cl)Cl)Cl.[CH3:50][O:51][C:52]1[CH:62]=[CH:61][C:55]([O:56][CH2:57][CH2:58]CO)=[CH:54][CH:53]=1. Given the product [Cl:1][C:2]1[CH:8]=[C:7]([O:9][C:10]2[C:19]3[C:14](=[CH:15][C:16]([O:22][CH3:23])=[C:17]([O:20][CH3:21])[CH:18]=3)[N:13]=[CH:12][N:11]=2)[CH:6]=[CH:5][C:3]=1[NH:4][C:42](=[O:48])[O:43][CH2:44][CH2:58][CH2:57][O:56][C:55]1[CH:61]=[CH:62][C:52]([O:51][CH3:50])=[CH:53][CH:54]=1, predict the reactants needed to synthesize it. (5) Given the product [CH3:24][O:1][C:2]1([C:15]2[N:16]([CH3:20])[CH:17]=[CH:18][N:19]=2)[CH2:7][CH2:6][N:5]([C:8]([O:10][C:11]([CH3:14])([CH3:13])[CH3:12])=[O:9])[CH2:4][CH2:3]1, predict the reactants needed to synthesize it. The reactants are: [OH:1][C:2]1([C:15]2[N:16]([CH3:20])[CH:17]=[CH:18][N:19]=2)[CH2:7][CH2:6][N:5]([C:8]([O:10][C:11]([CH3:14])([CH3:13])[CH3:12])=[O:9])[CH2:4][CH2:3]1.[H-].[Na+].I[CH3:24]. (6) Given the product [CH2:23]([NH:30][C:37]([C:36]1[C:35]([CH3:40])=[CH:34][NH:33][C:32]=1[CH3:31])=[O:38])[C:24]1[CH:29]=[CH:28][CH:27]=[CH:26][CH:25]=1, predict the reactants needed to synthesize it. The reactants are: OC1C2N=NNC=2C=CC=1.Cl.CN(C)CCCN=C=NCC.[CH2:23]([NH2:30])[C:24]1[CH:29]=[CH:28][CH:27]=[CH:26][CH:25]=1.[CH3:31][C:32]1[NH:33][CH:34]=[C:35]([CH3:40])[C:36]=1[C:37](O)=[O:38].[OH-].[Na+]. (7) Given the product [CH:26]1([C:15]2[N:14]=[C:13]([C:11]([NH:10][C:9]3[C:5]([C:3]([OH:4])=[O:2])=[N:6][N:7]([CH3:29])[CH:8]=3)=[O:12])[C:18]([NH:19][C:20]3[CH:25]=[N:24][CH:23]=[N:22][CH:21]=3)=[CH:17][CH:16]=2)[CH2:28][CH2:27]1, predict the reactants needed to synthesize it. The reactants are: C[O:2][C:3]([C:5]1[C:9]([NH:10][C:11]([C:13]2[C:18]([NH:19][C:20]3[CH:21]=[N:22][CH:23]=[N:24][CH:25]=3)=[CH:17][CH:16]=[C:15]([CH:26]3[CH2:28][CH2:27]3)[N:14]=2)=[O:12])=[CH:8][N:7]([CH3:29])[N:6]=1)=[O:4].[OH-].[Na+].